This data is from Experimentally validated miRNA-target interactions with 360,000+ pairs, plus equal number of negative samples. The task is: Binary Classification. Given a miRNA mature sequence and a target amino acid sequence, predict their likelihood of interaction. (1) The miRNA is mmu-miR-683 with sequence CCUGCUGUAAGCUGUGUCCUC. The protein sequence of the target gene is MRRAGLGEGVPPGNYGNYGYANSGYSACEEENERLTESLRSKVTAIKSLSIEIGHEVKTQNKLLAEMDSQFDSTTGFLGKTMGKLKILSRGSQTKLLCYMMLFSLFVFFIIYWIIKLR. Result: 0 (no interaction). (2) The miRNA is hsa-miR-4684-5p with sequence CUCUCUACUGACUUGCAACAUA. The protein sequence of the target gene is MFLHSVNLWNLAFYVFMVFLATLGLWDVFFGFEENKCSMSYMFEYPEYQKIELPKKLAKRYPAYELYLYGEGSYAEEHKILPLTGIPVLFLPGNAGSYKQVRSIGSIALRKAEDIDFKYHFDFFSVNFNEELVALYGGSLQKQTKFVHECIKTILKLYKGQEFAPKSVAIIGHSMGGLVARALLTLKNFKHDLINLLITQATPHVAPVMPLDRFITDFYTTVNNYWILNARHINLTTLSVAGGFRDYQVRSGLTFLPKLSHHTSALSVVSSAVPKTWVSTDHLSIVWCKQLQLTTVRAFF.... Result: 1 (interaction). (3) The miRNA is hsa-miR-1260a with sequence AUCCCACCUCUGCCACCA. The protein sequence of the target gene is MIGCGACEPKVKMAGGQAAAALPTWKMAARRSLSARGRGILQAAAGRLLPLLLLSCCCGAGGCAAVGENEETVIIGLRLEDTNDVSFMEGGALRVSERTRVKLRVYGQNINNETWSRIAFTEHERRRHSPGERGLGGPAPPEPDSGPQRCGIRTSDIIILPHIILNRRTSGIIEIEIKPLRKMEKSKSYYLCTSLSTPALGAGGSGSTGGAVGGKGGSGVAGLPPPPWAETTWIYHDGEDTKMIVGEEKKFLLPFWLQVIFISLLLCLSGMFSGLNLGLMALDPMELRIVQNCGTEKEKN.... Result: 1 (interaction). (4) The miRNA is hsa-miR-1193 with sequence GGGAUGGUAGACCGGUGACGUGC. The protein sequence of the target gene is MVKPKYKGRSTINPSKASTNPDRVQGAGGQNMRDRATIRRLNMYRQKERRNSRGKIIKPLQYQSTVASGTVARVEPNIKWFGNTRVIKQSSLQKFQEEMDTVMKDPYKVVMKQSKLPMSLLHDRIRPHNLKVHILDTESFETTFGPKSQRKRPNLFASDMQSLIENAEMSTESYDQGKDRDLVTEDTGVRNEAQEEIYKKGQSKRIWGELYKVIDSSDVVVQVLDARDPMGTRSPHIETYLKKEKPWKHLIFVLNKCDLVPTWATKRWVAVLSQDYPTLAFHASLTNPFGKGAFIQLLRQ.... Result: 0 (no interaction). (5) The miRNA is hsa-miR-29b-2-5p with sequence CUGGUUUCACAUGGUGGCUUAG. The protein sequence of the target gene is MAPGVARGPTPYWRLRLGGAALLLLLIPVAAAQEPPGAACSQNTNKTCEECLKNVSCLWCNTNKACLDYPVTSVLPPASLCKLSSARWGVCWVNFEALIITMSVVGGTLLLGIAICCCCCCRRKRSRKPDRSEEKAMREREERRIRQEERRAEMKTRHDEIRKKYGLFKEENPYARFENN. Result: 0 (no interaction). (6) The miRNA is mmu-miR-432 with sequence UCUUGGAGUAGAUCAGUGGGCAG. The protein sequence of the target gene is MHHLWKIPRLFTLWGNEISCRTFHMNIKKLIPIQWGHQEAPAKFNFASDVIDHWASVEKAGKRSSGPALWWMNGSGKEIKWSFRELSEASKQTANVLSGACGLHRGDRVAVVLPRIPEWWLMILGCMRTGLVFMPGTIQMRSSDILYRLQASKARAIVAGDEVAQEVDAVAPDCSFLKIKLLVSENSREGWLNFKALLKEASTIHQCVETESRESAAIYFTSGTSGPPKMAEHSHCSLGIKAKMDAASWTGLSTSDIIWTISDTAWIMNILGAFLEPWVLGACIFVHLLPKFDSQTVLKV.... Result: 0 (no interaction). (7) The miRNA is ssc-miR-126-5p with sequence CAUUAUUACUUUUGGUACGCG. The protein sequence of the target gene is MKLGRAVLGLLLLAPSVVQAVEPISLGLALAGVLTGYIYPRLYCLFAECCGQKRSLSREALQKDLDDNLFGQHLAKKIILNAVFGFINNPKPKKPLTLSLHGWTGTGKNFVSKIIAENIYEGGLNSDYVHLFVATLHFPHASNITLYKDQLQLWIRGNVSACARSIFIFDEMDKMHAGLIDAIKPFLDYYDLVDGVSYQKAMFIFLSNAGAERITDVALDFWRSGKQREDIKLKDIEHALSVSVFNNKNSGFWHSSLIDRNLIDYFVPFLPLEYKHLKMCIRVEMQSRGYEIDEDIVSRV.... Result: 0 (no interaction). (8) The miRNA is hsa-miR-4478 with sequence GAGGCUGAGCUGAGGAG. The protein sequence of the target gene is MAMSQESLTFKDVFVDFTLEEWQQLDSAQKNLYRDVMLENYSHLVSVGHLVGKPDVIFRLGPGDESWMADGGTPVRTCAGEDRPEVWEVDEQIDHYKESQDKFLWQAAFIGKETLKDESGQECKICRKIIYLNTDFVSVKQRLPKYYSWERCSKHHLNFLGQNRSYVRKKDDGCKAYWKVCLHYNLHKAQPAERFFDPNQRGKALHQKQALRKSQRSQTGEKLYKCTECGKVFIQKANLVVHQRTHTGEKPYECCECAKAFSQKSTLIAHQRTHTGEKPYECSECGKTFIQKSTLIKHQR.... Result: 1 (interaction).